This data is from Full USPTO retrosynthesis dataset with 1.9M reactions from patents (1976-2016). The task is: Predict the reactants needed to synthesize the given product. (1) Given the product [Cl:1][C:2]1[CH:3]=[C:4]([C:8]([N+:11]([O-:13])=[O:12])=[CH:9][N:10]=1)[C:5]([O:7][CH2:14][CH3:15])=[O:6], predict the reactants needed to synthesize it. The reactants are: [Cl:1][C:2]1[CH:3]=[C:4]([C:8]([N+:11]([O-:13])=[O:12])=[CH:9][N:10]=1)[C:5]([OH:7])=[O:6].[CH2:14](C(CC)(CC)C([O-])([O-])[O-])[CH3:15].Cl. (2) Given the product [NH2:5][C:4]1[C:3]2[C:6]([C:11]([F:14])([F:13])[F:12])=[CH:7][CH:8]=[C:9]([I:10])[C:2]=2[S:15][C:16]=1[C:17]([NH2:19])=[O:18], predict the reactants needed to synthesize it. The reactants are: F[C:2]1[C:9]([I:10])=[CH:8][CH:7]=[C:6]([C:11]([F:14])([F:13])[F:12])[C:3]=1[C:4]#[N:5].[SH:15][CH2:16][C:17]([NH2:19])=[O:18].C[O-].[Na+]. (3) Given the product [Br:1][C:2]1[CH:10]=[C:9]2[C:5]([CH2:6][C:7](=[O:11])[N:8]2[C:12]([O:14][C:15]([CH3:18])([CH3:17])[CH3:16])=[O:13])=[CH:4][CH:3]=1, predict the reactants needed to synthesize it. The reactants are: [Br:1][C:2]1[CH:10]=[C:9]2[C:5]([CH2:6][C:7](=[O:11])[NH:8]2)=[CH:4][CH:3]=1.[C:12](O[C:12]([O:14][C:15]([CH3:18])([CH3:17])[CH3:16])=[O:13])([O:14][C:15]([CH3:18])([CH3:17])[CH3:16])=[O:13].C([O-])(O)=O.[Na+].O. (4) The reactants are: [Cl:1][C:2]1[CH:18]=[CH:17][C:5]2[CH2:6][CH2:7][N:8]([C:11](=[O:16])[C:12]([F:15])([F:14])[F:13])[CH2:9][CH2:10][C:4]=2[C:3]=1OS(C(F)(F)F)(=O)=O.[CH2:27]([S:29]([C:32]1[CH:39]=[CH:38][C:35]([CH2:36][NH2:37])=[CH:34][CH:33]=1)(=[O:31])=[O:30])[CH3:28]. Given the product [Cl:1][C:2]1[CH:18]=[CH:17][C:5]2[CH2:6][CH2:7][N:8]([C:11](=[O:16])[C:12]([F:14])([F:15])[F:13])[CH2:9][CH2:10][C:4]=2[C:3]=1[NH:37][CH2:36][C:35]1[CH:34]=[CH:33][C:32]([S:29]([CH2:27][CH3:28])(=[O:31])=[O:30])=[CH:39][CH:38]=1, predict the reactants needed to synthesize it. (5) Given the product [ClH:34].[CH2:1]([O:3][C:4]1[CH:9]=[CH:8][C:7]([S:10]([N:13]2[CH2:14][CH2:15][N:16]([CH3:19])[CH2:17][CH2:18]2)(=[O:12])=[O:11])=[CH:6][C:5]=1[C:20]1[NH:25][C:24](=[O:26])[C:23]2=[C:27]([CH3:33])[N:28]=[C:29]([CH2:30][CH2:31][CH3:32])[N:22]2[N:21]=1)[CH3:2], predict the reactants needed to synthesize it. The reactants are: [CH2:1]([O:3][C:4]1[CH:9]=[CH:8][C:7]([S:10]([N:13]2[CH2:18][CH2:17][N:16]([CH3:19])[CH2:15][CH2:14]2)(=[O:12])=[O:11])=[CH:6][C:5]=1[C:20]1[NH:25][C:24](=[O:26])[C:23]2=[C:27]([CH3:33])[N:28]=[C:29]([CH2:30][CH2:31][CH3:32])[N:22]2[N:21]=1)[CH3:2].[ClH:34]. (6) Given the product [CH2:1]([P:3]([CH:6]([C:10]1[CH:15]=[CH:14][CH:13]=[CH:12][CH:11]=1)[CH2:7][CH2:8][OH:9])(=[O:4])[O:5][CH2:16][CH2:17][CH2:18][CH2:19][OH:20])[CH3:2], predict the reactants needed to synthesize it. The reactants are: [CH2:1]([P:3]([CH:6]([C:10]1[CH:15]=[CH:14][CH:13]=[CH:12][CH:11]=1)[CH2:7][CH2:8][OH:9])(=[O:5])[OH:4])[CH3:2].[CH2:16](O)[CH2:17][CH2:18][CH2:19][OH:20]. (7) The reactants are: [NH:1]([CH2:3][C:4]([OH:6])=[O:5])[CH3:2].[C:7]([O:13][CH2:14][CH2:15][O:16][C:17](ON1C(=O)CCC1=O)=[O:18])(=[O:12])[CH2:8][CH2:9][CH2:10][CH3:11]. Given the product [CH3:2][N:1]([C:17]([O:16][CH2:15][CH2:14][O:13][C:7](=[O:12])[CH2:8][CH2:9][CH2:10][CH3:11])=[O:18])[CH2:3][C:4]([OH:6])=[O:5], predict the reactants needed to synthesize it.